From a dataset of Peptide-MHC class I binding affinity with 185,985 pairs from IEDB/IMGT. Regression. Given a peptide amino acid sequence and an MHC pseudo amino acid sequence, predict their binding affinity value. This is MHC class I binding data. (1) The peptide sequence is VLAPLVPTGS. The MHC is Mamu-A2201 with pseudo-sequence Mamu-A2201. The binding affinity (normalized) is 0. (2) The peptide sequence is VFTGYRVTK. The MHC is HLA-A33:01 with pseudo-sequence HLA-A33:01. The binding affinity (normalized) is 0.321. (3) The peptide sequence is RVFKETLFL. The MHC is HLA-B46:01 with pseudo-sequence HLA-B46:01. The binding affinity (normalized) is 0.0847. (4) The peptide sequence is YQVPSLQYLAL. The MHC is Mamu-A07 with pseudo-sequence Mamu-A07. The binding affinity (normalized) is 0.350. (5) The peptide sequence is FTDTCGASI. The MHC is HLA-A68:02 with pseudo-sequence HLA-A68:02. The binding affinity (normalized) is 0.715.